From a dataset of Forward reaction prediction with 1.9M reactions from USPTO patents (1976-2016). Predict the product of the given reaction. (1) The product is: [F:21][C:19]1([F:22])[O:18][C:17]2[CH:23]=[CH:24][C:14]([C:11]3([C:9]([NH:8][C:6]4[N:7]=[C:2]([C:31]5[C:32]([CH3:34])=[N:33][C:28]([O:27][CH3:26])=[CH:29][CH:30]=5)[C:3]([CH3:25])=[CH:4][CH:5]=4)=[O:10])[CH2:13][CH2:12]3)=[CH:15][C:16]=2[O:20]1. Given the reactants Cl[C:2]1[N:7]=[C:6]([NH:8][C:9]([C:11]2([C:14]3[CH:24]=[CH:23][C:17]4[O:18][C:19]([F:22])([F:21])[O:20][C:16]=4[CH:15]=3)[CH2:13][CH2:12]2)=[O:10])[CH:5]=[CH:4][C:3]=1[CH3:25].[CH3:26][O:27][C:28]1[N:33]=[C:32]([CH3:34])[C:31](B2OC(C)(C)C(C)(C)O2)=[CH:30][CH:29]=1.C(=O)([O-])[O-].[Na+].[Na+], predict the reaction product. (2) Given the reactants CC(C)(C)C([O:5][C:6]1[C:11](=[O:12])[N:10]([CH3:13])[C:9]([C:14]([O:16][CH2:17][CH3:18])=[O:15])=[N:8][C:7]=1[C:19]([O:21]C)=O)=O.OC1C(O)=C(C(OC)=O)N=C(C(O)=O)N=1.[F:40][C:41]1[CH:48]=[CH:47][C:44]([CH2:45][NH2:46])=[CH:43][CH:42]=1.CCOC(C)=O, predict the reaction product. The product is: [F:40][C:41]1[CH:48]=[CH:47][C:44]([CH2:45][NH:46][C:19]([C:7]2[N:8]=[C:9]([C:14]([O:16][CH2:17][CH3:18])=[O:15])[N:10]([CH3:13])[C:11](=[O:12])[C:6]=2[OH:5])=[O:21])=[CH:43][CH:42]=1. (3) Given the reactants Br[C:2]1[CH:7]=[CH:6][C:5]([C:8]2[N:13]([CH2:14][C:15]3[CH:20]=[CH:19][C:18]([CH3:21])=[CH:17][C:16]=3[CH3:22])[C:12](=[O:23])[C:11]([C:24]#[N:25])=[C:10]([C:26]([F:29])([F:28])[F:27])[CH:9]=2)=[CH:4][CH:3]=1.[CH3:30][O:31][C:32](=[O:44])/[CH:33]=[CH:34]/[C:35]1[CH:36]=[C:37](B(O)O)[CH:38]=[CH:39][CH:40]=1.C(=O)([O-])[O-].[K+].[K+], predict the reaction product. The product is: [C:24]([C:11]1[C:12](=[O:23])[N:13]([CH2:14][C:15]2[CH:20]=[CH:19][C:18]([CH3:21])=[CH:17][C:16]=2[CH3:22])[C:8]([C:5]2[CH:4]=[CH:3][C:2]([C:37]3[CH:38]=[CH:39][CH:40]=[C:35](/[CH:34]=[CH:33]/[C:32]([O:31][CH3:30])=[O:44])[CH:36]=3)=[CH:7][CH:6]=2)=[CH:9][C:10]=1[C:26]([F:27])([F:29])[F:28])#[N:25]. (4) Given the reactants [C:1]1([C:11]2[CH:16]=[CH:15][CH:14]=[CH:13][CH:12]=2)[CH:6]=[CH:5][CH:4]=[C:3]([CH2:7][C:8]([OH:10])=[O:9])[CH:2]=1.[CH:17]([N-]C(C)C)([CH3:19])[CH3:18].[Li+].Br[CH2:26]C(C)=C.O, predict the reaction product. The product is: [C:1]1([C:11]2[CH:16]=[CH:15][CH:14]=[CH:13][CH:12]=2)[CH:6]=[CH:5][CH:4]=[C:3]([C:7]([CH3:26])([CH2:19][CH:17]=[CH2:18])[C:8]([OH:10])=[O:9])[CH:2]=1. (5) The product is: [CH3:1][N:2]1[CH2:7][CH2:6][N:5]([C:13]([C:12]2[CH:16]=[CH:17][C:9]([NH2:8])=[CH:10][C:11]=2[N+:18]([O-:20])=[O:19])=[O:14])[CH2:4][CH2:3]1. Given the reactants [CH3:1][N:2]1[CH2:7][CH2:6][NH:5][CH2:4][CH2:3]1.[NH2:8][C:9]1[CH:17]=[CH:16][C:12]([C:13](O)=[O:14])=[C:11]([N+:18]([O-:20])=[O:19])[CH:10]=1, predict the reaction product. (6) Given the reactants [F:1][C:2]1[C:7]2[N:8]=[CH:9][N:10]([CH3:11])[C:6]=2[CH:5]=[C:4]([C:12](O)=[O:13])[C:3]=1[NH:15][C:16]1[CH:21]=[CH:20][C:19]([I:22])=[CH:18][C:17]=1[CH3:23].C1C=[CH:26][C:27]2N(O)N=N[C:28]=2[CH:29]=1.C(N(CC)CC)C.Cl.C1([N:45](C)[OH:46])CC1.CCN=C=NCCCN(C)C, predict the reaction product. The product is: [CH:27]1([CH2:26][O:46][NH:45][C:12]([C:4]2[C:3]([NH:15][C:16]3[CH:21]=[CH:20][C:19]([I:22])=[CH:18][C:17]=3[CH3:23])=[C:2]([F:1])[C:7]3[N:8]=[CH:9][N:10]([CH3:11])[C:6]=3[CH:5]=2)=[O:13])[CH2:28][CH2:29]1. (7) Given the reactants [NH2:1][C:2]1[CH:41]=[CH:40][CH:39]=[CH:38][C:3]=1[C:4]([NH:6][C:7]1[CH:37]=[CH:36][C:10]([CH2:11][CH:12]([C:20]([NH:22][S:23]([C:26]2[CH:35]=[CH:34][C:33]3[C:28](=[CH:29][CH:30]=[CH:31][CH:32]=3)[CH:27]=2)(=[O:25])=[O:24])=[O:21])[C:13]([N:15]([CH2:18][CH3:19])[CH2:16][CH3:17])=[O:14])=[CH:9][CH:8]=1)=[O:5].[CH2:42](O)C.C(O)(=O)C, predict the reaction product. The product is: [CH2:16]([N:15]([CH2:18][CH3:19])[C:13](=[O:14])[CH:12]([CH2:11][C:10]1[CH:9]=[CH:8][C:7]([N:6]2[C:4](=[O:5])[C:3]3[C:2](=[CH:41][CH:40]=[CH:39][CH:38]=3)[N:1]=[CH:42]2)=[CH:37][CH:36]=1)[C:20]([NH:22][S:23]([C:26]1[CH:35]=[CH:34][C:33]2[C:28](=[CH:29][CH:30]=[CH:31][CH:32]=2)[CH:27]=1)(=[O:25])=[O:24])=[O:21])[CH3:17]. (8) Given the reactants Cl[CH2:2][C:3]([N:5]1[C:11]2[CH:12]=[CH:13][CH:14]=[CH:15][C:10]=2[CH:9]=[CH:8][C:7]2[CH:16]=[CH:17][CH:18]=[C:19]([Cl:20])[C:6]1=2)=[O:4].[C-:21]#[N:22].[Na+], predict the reaction product. The product is: [Cl:20][C:19]1[C:6]2[N:5]([C:3](=[O:4])[CH2:2][C:21]#[N:22])[C:11]3[CH:12]=[CH:13][CH:14]=[CH:15][C:10]=3[CH:9]=[CH:8][C:7]=2[CH:16]=[CH:17][CH:18]=1. (9) Given the reactants [CH3:1][O:2][C:3]([NH:5][C@@H:6]([C:10]([CH3:13])([CH3:12])[CH3:11])[C:7]([OH:9])=O)=[O:4].CCN=C=NCCCN(C)C.C1C=CC2N(O)N=NC=2C=1.CN1CCOCC1.[NH2:42][C@@H:43]([CH2:63][C:64]1[CH:69]=[CH:68][CH:67]=[CH:66][CH:65]=1)[C@@H:44]([OH:62])[CH2:45][C@@H:46]([NH:54][C:55](=[O:61])[O:56][C:57]([CH3:60])([CH3:59])[CH3:58])[CH2:47][C:48]1[CH:53]=[CH:52][CH:51]=[CH:50][CH:49]=1, predict the reaction product. The product is: [CH2:63]([C@H:43]([NH:42][C:7]([C@@H:6]([NH:5][C:3](=[O:4])[O:2][CH3:1])[C:10]([CH3:13])([CH3:12])[CH3:11])=[O:9])[C@@H:44]([OH:62])[CH2:45][C@@H:46]([NH:54][C:55]([O:56][C:57]([CH3:58])([CH3:59])[CH3:60])=[O:61])[CH2:47][C:48]1[CH:49]=[CH:50][CH:51]=[CH:52][CH:53]=1)[C:64]1[CH:65]=[CH:66][CH:67]=[CH:68][CH:69]=1. (10) Given the reactants [CH3:1][O:2][N:3]([CH3:21])[C:4]([C:6]1[C:11]([NH2:12])=[N:10][CH:9]=[C:8](C2C=CC(Cl)=C(Cl)C=2)[N:7]=1)=[O:5].[CH3:22][C:23]1[CH:28]=[CH:27][C:26]([S:29]([N:32]2[CH2:37][CH2:36][O:35][CH2:34][CH2:33]2)(=[O:31])=[O:30])=[CH:25][C:24]=1B(O)O, predict the reaction product. The product is: [CH3:1][O:2][N:3]([CH3:21])[C:4]([C:6]1[C:11]([NH2:12])=[N:10][CH:9]=[C:8]([C:24]2[CH:25]=[C:26]([S:29]([N:32]3[CH2:37][CH2:36][O:35][CH2:34][CH2:33]3)(=[O:31])=[O:30])[CH:27]=[CH:28][C:23]=2[CH3:22])[N:7]=1)=[O:5].